From a dataset of Catalyst prediction with 721,799 reactions and 888 catalyst types from USPTO. Predict which catalyst facilitates the given reaction. (1) Reactant: [C:1]([OH:8])(=[O:7])/[CH:2]=[CH:3]\[C:4]([OH:6])=[O:5].[S:9]1[CH:13]=[CH:12][C:11]2[C:14]([N:18]3[CH2:23][CH2:22][N:21]([CH2:24][CH2:25][CH2:26][CH2:27][O:28][C:29]4[CH:38]=[C:37]5[C:32]([CH:33]=[CH:34][C:35](=[O:39])[NH:36]5)=[CH:31][CH:30]=4)[CH2:20][CH2:19]3)=[CH:15][CH:16]=[CH:17][C:10]1=2. Product: [C:1]([OH:8])(=[O:7])/[CH:2]=[CH:3]\[C:4]([OH:6])=[O:5].[S:9]1[CH:13]=[CH:12][C:11]2[C:14]([N:18]3[CH2:19][CH2:20][N:21]([CH2:24][CH2:25][CH2:26][CH2:27][O:28][C:29]4[CH:38]=[C:37]5[C:32]([CH:33]=[CH:34][C:35](=[O:39])[NH:36]5)=[CH:31][CH:30]=4)[CH2:22][CH2:23]3)=[CH:15][CH:16]=[CH:17][C:10]1=2. The catalyst class is: 138. (2) The catalyst class is: 3. Product: [N:42]1([CH2:40][CH2:2][CH2:3][N:19]2[C:18]([O:22][CH3:23])=[N:17][C:16]3[C:20]2=[N:21][C:13]([O:12][CH2:8][CH2:9][CH2:10][CH3:11])=[N:14][C:15]=3[NH2:24])[CH2:43][CH2:46][CH2:45]1. Reactant: F[C:2](F)(F)[C:3](O)=O.[CH2:8]([O:12][C:13]1[NH:14][C:15]([NH2:24])=[C:16]2[C:20]([N:21]=1)=[N:19][C:18]([O:22][CH3:23])=[N:17]2)[CH2:9][CH2:10][CH3:11].C(=O)([O-])[O-].[K+].[K+].BrCCCBr.N1CCC1.[CH2:40]([N:42]([CH2:45][CH3:46])[CH2:43]C)C. (3) Product: [CH3:1][S:2]([C:5]1[CH:10]=[CH:9][C:8]([O:11][CH2:20][CH2:19][Br:18])=[CH:7][CH:6]=1)(=[O:3])=[O:4]. The catalyst class is: 23. Reactant: [CH3:1][S:2]([C:5]1[CH:10]=[CH:9][C:8]([OH:11])=[CH:7][CH:6]=1)(=[O:4])=[O:3].C([O-])([O-])=O.[Cs+].[Cs+].[Br:18][CH2:19][CH2:20]Br. (4) Reactant: [C:1]([O:4][CH2:5][CH2:6][O:7][C:8]1[CH:17]=[C:16]2[C:11]([CH:12]=[CH:13][C:14]([C:18]3[N:22]4[CH:23]=[C:24]([C@@H:27]([N:32]5[CH2:36][CH2:35][C@H:34]([NH:37]C(OC(C)(C)C)=O)[CH2:33]5)[C:28]([F:31])([F:30])[F:29])[CH:25]=[CH:26][C:21]4=[N:20][N:19]=3)=[N:15]2)=[CH:10][C:9]=1[F:45])(=[O:3])[CH3:2]. Product: [C:1]([O:4][CH2:5][CH2:6][O:7][C:8]1[CH:17]=[C:16]2[C:11]([CH:12]=[CH:13][C:14]([C:18]3[N:22]4[CH:23]=[C:24]([C@@H:27]([N:32]5[CH2:36][CH2:35][C@H:34]([NH2:37])[CH2:33]5)[C:28]([F:29])([F:31])[F:30])[CH:25]=[CH:26][C:21]4=[N:20][N:19]=3)=[N:15]2)=[CH:10][C:9]=1[F:45])(=[O:3])[CH3:2]. The catalyst class is: 67. (5) Reactant: [CH3:1][NH:2][C:3]1[CH:8]=[CH:7][C:6]([C:9]([F:12])([F:11])[F:10])=[CH:5][C:4]=1[N+:13]([O-:15])=[O:14].CN(C=O)C.[Cl:21]N1C(=O)CCC1=O. Product: [Cl:21][C:8]1[CH:7]=[C:6]([C:9]([F:12])([F:11])[F:10])[CH:5]=[C:4]([N+:13]([O-:15])=[O:14])[C:3]=1[NH:2][CH3:1]. The catalyst class is: 6. (6) Reactant: Cl.[NH2:2][C@@H:3]([CH2:33][C:34]1[S:35][CH:36]=[CH:37][CH:38]=1)[C:4]([N:6]1[CH2:11][CH2:10][CH:9]([N:12]2[N:21]=[C:20]([C:22]3[CH:27]=[CH:26][C:25]([O:28][CH3:29])=[C:24]([O:30][CH3:31])[CH:23]=3)[C@@H:19]3[C@@H:14]([CH2:15][CH2:16][CH2:17][CH2:18]3)[C:13]2=[O:32])[CH2:8][CH2:7]1)=[O:5].[CH:39]1([CH2:42][O:43][C:44]2[CH:52]=[CH:51][C:47]3[O:48][CH2:49][O:50][C:46]=3[C:45]=2[C:53]2[C:54]3[NH:61][CH:60]=[C:59]([C:62](O)=[O:63])[C:55]=3[N:56]=[CH:57][N:58]=2)[CH2:41][CH2:40]1.CCOC(C(C#N)=NOC(N1CCOCC1)=[N+](C)C)=O.F[P-](F)(F)(F)(F)F.CCN(C(C)C)C(C)C. Product: [CH:39]1([CH2:42][O:43][C:44]2[CH:52]=[CH:51][C:47]3[O:48][CH2:49][O:50][C:46]=3[C:45]=2[C:53]2[C:54]3[NH:61][CH:60]=[C:59]([C:62]([NH:2][C@@H:3]([CH2:33][C:34]4[S:35][CH:36]=[CH:37][CH:38]=4)[C:4]([N:6]4[CH2:7][CH2:8][CH:9]([N:12]5[N:21]=[C:20]([C:22]6[CH:27]=[CH:26][C:25]([O:28][CH3:29])=[C:24]([O:30][CH3:31])[CH:23]=6)[C@@H:19]6[C@@H:14]([CH2:15][CH2:16][CH2:17][CH2:18]6)[C:13]5=[O:32])[CH2:10][CH2:11]4)=[O:5])=[O:63])[C:55]=3[N:56]=[CH:57][N:58]=2)[CH2:40][CH2:41]1. The catalyst class is: 2. (7) Reactant: Cl[C:2]1[CH:7]=[C:6]([O:8][C:9]2[C:15]([F:16])=[CH:14][C:12]([NH2:13])=[C:11]([F:17])[CH:10]=2)[CH:5]=[CH:4][N:3]=1.[CH3:18][N:19]1[CH:23]=[C:22](B2OC(C)(C)C(C)(C)O2)[CH:21]=[N:20]1.P([O-])([O-])([O-])=O.[K+].[K+].[K+]. Product: [F:17][C:11]1[CH:10]=[C:9]([O:8][C:6]2[CH:5]=[CH:4][N:3]=[C:2]([C:22]3[CH:21]=[N:20][N:19]([CH3:18])[CH:23]=3)[CH:7]=2)[C:15]([F:16])=[CH:14][C:12]=1[NH2:13]. The catalyst class is: 128. (8) Reactant: [C:1]([O:5][C:6]([N:8]1[CH2:13][CH2:12][C:11]([CH3:17])([C:14]([NH2:16])=O)[CH2:10][CH2:9]1)=[O:7])([CH3:4])([CH3:3])[CH3:2].COC1C=CC(P2(SP(C3C=CC(OC)=CC=3)(=S)S2)=[S:27])=CC=1. Product: [C:1]([O:5][C:6]([N:8]1[CH2:13][CH2:12][C:11]([CH3:17])([C:14](=[S:27])[NH2:16])[CH2:10][CH2:9]1)=[O:7])([CH3:4])([CH3:3])[CH3:2]. The catalyst class is: 12.